Dataset: Full USPTO retrosynthesis dataset with 1.9M reactions from patents (1976-2016). Task: Predict the reactants needed to synthesize the given product. (1) Given the product [NH2:33][C:34]1[CH:39]=[C:38]([C:8]2[CH:7]=[CH:6][C:5]([C:17]3[S:21][C:20]([C:22]([O:24][CH3:25])=[O:23])=[CH:19][CH:18]=3)=[CH:4][C:3]=2[C:1]#[N:2])[CH:37]=[CH:36][CH:35]=1, predict the reactants needed to synthesize it. The reactants are: [C:1]([C:3]1[CH:4]=[C:5]([C:17]2[S:21][C:20]([C:22]([O:24][CH3:25])=[O:23])=[CH:19][CH:18]=2)[CH:6]=[CH:7][C:8]=1OS(C(F)(F)F)(=O)=O)#[N:2].C(=O)([O-])[O-].[K+].[K+].O.[NH2:33][C:34]1[CH:35]=[C:36](B(O)O)[CH:37]=[CH:38][CH:39]=1. (2) Given the product [N:23]1([C:2]2[CH:3]=[C:4]([CH:19]=[CH:20][C:21]=2[CH3:22])[C:5]([NH:7][C:8]2[CH:13]=[CH:12][C:11]([O:14][C:15]([F:18])([F:17])[F:16])=[CH:10][CH:9]=2)=[O:6])[CH:27]=[CH:26][N:25]=[CH:24]1, predict the reactants needed to synthesize it. The reactants are: I[C:2]1[CH:3]=[C:4]([CH:19]=[CH:20][C:21]=1[CH3:22])[C:5]([NH:7][C:8]1[CH:13]=[CH:12][C:11]([O:14][C:15]([F:18])([F:17])[F:16])=[CH:10][CH:9]=1)=[O:6].[NH:23]1[CH:27]=[CH:26][N:25]=[CH:24]1.N1CCC[C@H]1C(O)=O.C([O-])([O-])=O.[K+].[K+]. (3) Given the product [Cl:1][C:2]1[CH:17]=[CH:16][C:5]([CH2:6][CH2:7][O:8][C:9]2[N:10]=[N:11][C:12]([C:23]3[CH:22]=[CH:21][C:20]([NH2:19])=[CH:25][CH:24]=3)=[CH:13][CH:14]=2)=[CH:4][CH:3]=1, predict the reactants needed to synthesize it. The reactants are: [Cl:1][C:2]1[CH:17]=[CH:16][C:5]([CH2:6][CH2:7][O:8][C:9]2[N:10]=[N:11][C:12](I)=[CH:13][CH:14]=2)=[CH:4][CH:3]=1.Cl.[NH2:19][C:20]1[CH:21]=[C:22](B(O)O)[CH:23]=[CH:24][CH:25]=1.C(=O)([O-])[O-].[Na+].[Na+]. (4) Given the product [C:30]([OH:35])(=[O:34])[C:31]([OH:33])=[O:32].[NH2:36][C@:37]([CH3:58])([CH2:40][CH2:41][C:42]1[O:43][C:44]([C:47]#[C:48][CH2:49][CH2:50][C:51]2[CH:52]=[CH:57][CH:56]=[CH:55][CH:54]=2)=[CH:45][CH:46]=1)[CH2:38][OH:39], predict the reactants needed to synthesize it. The reactants are: C(OC[C@@](NC(=O)C)(C)CCC1OC(Br)=CC=1)(=O)C.C1(CCC#C)C=CC=CC=1.[C:30]([OH:35])(=[O:34])[C:31]([OH:33])=[O:32].[NH2:36][C@:37]([CH3:58])([CH2:40][CH2:41][C:42]1[O:43][C:44]([C:47]#[C:48][CH2:49][CH2:50][CH2:51][C:52]2[CH:57]=[CH:56][CH:55]=[CH:54]C=2)=[CH:45][CH:46]=1)[CH2:38][OH:39].[K+].[Br-]. (5) Given the product [CH2:13]([O:15][C:16](=[O:28])[CH2:17][CH2:18][C:19]1[CH:24]=[C:23]([F:25])[C:22]([O:12][CH2:11][C:9]2[CH:8]=[CH:7][N:6]=[C:5]([S:4][CH:1]([CH3:3])[CH3:2])[N:10]=2)=[C:21]([F:27])[CH:20]=1)[CH3:14], predict the reactants needed to synthesize it. The reactants are: [CH:1]([S:4][C:5]1[N:10]=[C:9]([CH2:11][OH:12])[CH:8]=[CH:7][N:6]=1)([CH3:3])[CH3:2].[CH2:13]([O:15][C:16](=[O:28])[CH2:17][CH2:18][C:19]1[CH:24]=[C:23]([F:25])[C:22](O)=[C:21]([F:27])[CH:20]=1)[CH3:14].C1(P(C2C=CC=CC=2)C2C=CC=CC=2)C=CC=CC=1.N(C(OC(C)C)=O)=NC(OC(C)C)=O. (6) Given the product [C:7]([NH:23][CH:24]1[CH2:29][CH2:28][CH2:27][NH:26][C:25]1=[O:30])([C:14]1[CH:19]=[CH:18][CH:17]=[CH:16][CH:15]=1)([C:8]1[CH:13]=[CH:12][CH:11]=[CH:10][CH:9]=1)[C:1]1[CH:6]=[CH:5][CH:4]=[CH:3][CH:2]=1, predict the reactants needed to synthesize it. The reactants are: [C:1]1([C:7](Cl)([C:14]2[CH:19]=[CH:18][CH:17]=[CH:16][CH:15]=2)[C:8]2[CH:13]=[CH:12][CH:11]=[CH:10][CH:9]=2)[CH:6]=[CH:5][CH:4]=[CH:3][CH:2]=1.Cl.Cl.[NH2:23][CH:24]1[CH2:29][CH2:28][CH2:27][NH:26][C:25]1=[O:30].C(N(CC)CC)C.